Task: Predict the product of the given reaction.. Dataset: Forward reaction prediction with 1.9M reactions from USPTO patents (1976-2016) (1) Given the reactants C[Si](C)(C)[N-][Si](C)(C)C.[Li+].[Si]([O:18][CH2:19][C@H:20]1[CH2:25][C:24]([C:26]2[N:27]=[C:28]([SH:31])[S:29][CH:30]=2)=[CH:23][CH2:22][N:21]1[C:32]([O:34][CH2:35][CH:36]=[CH2:37])=[O:33])(C(C)(C)C)(C)C.O(P(OC1C=CC=CC=1)O[C:47]1[CH:53]([CH3:54])[CH:52]2[N:49]([C:50](=[O:62])[CH:51]2[C@H:55]([O:57][Si](C)(C)C)[CH3:56])[C:48]=1[C:63]([O-:65])=[O:64])C1C=CC=CC=1.C(#N)C.[F-].[CH2:77]([N+](CCCC)(CCCC)CCCC)[CH2:78][CH2:79]C, predict the reaction product. The product is: [CH2:35]([O:34][C:32]([N:21]1[CH2:22][CH:23]=[C:24]([C:26]2[N:27]=[C:28]([S:31][C:47]3[C@H:53]([CH3:54])[C@H:52]4[N:49]([C:50](=[O:62])[C@@H:51]4[C@H:55]([OH:57])[CH3:56])[C:48]=3[C:63]([O:65][CH2:79][CH:78]=[CH2:77])=[O:64])[S:29][CH:30]=2)[CH2:25][C@@H:20]1[CH2:19][OH:18])=[O:33])[CH:36]=[CH2:37]. (2) Given the reactants [Cl:1][C:2]1[CH2:6][C:5]([CH3:8])([CH3:7])[CH2:4][C:3]=1[CH:9]=O.[CH2:11]([O:13][C:14]([CH:16]=P(C1C=CC=CC=1)(C1C=CC=CC=1)C1C=CC=CC=1)=[O:15])[CH3:12], predict the reaction product. The product is: [Cl:1][C:2]1[CH2:6][C:5]([CH3:7])([CH3:8])[CH2:4][C:3]=1/[CH:9]=[CH:16]/[C:14]([O:13][CH2:11][CH3:12])=[O:15].